This data is from NCI-60 drug combinations with 297,098 pairs across 59 cell lines. The task is: Regression. Given two drug SMILES strings and cell line genomic features, predict the synergy score measuring deviation from expected non-interaction effect. (1) Drug 1: C1CN1C2=NC(=NC(=N2)N3CC3)N4CC4. Drug 2: COC1=C(C=C2C(=C1)N=CN=C2NC3=CC(=C(C=C3)F)Cl)OCCCN4CCOCC4. Cell line: ACHN. Synergy scores: CSS=59.4, Synergy_ZIP=-6.82, Synergy_Bliss=-1.38, Synergy_Loewe=-0.491, Synergy_HSA=2.41. (2) Drug 1: CCC(=C(C1=CC=CC=C1)C2=CC=C(C=C2)OCCN(C)C)C3=CC=CC=C3.C(C(=O)O)C(CC(=O)O)(C(=O)O)O. Synergy scores: CSS=26.8, Synergy_ZIP=-7.20, Synergy_Bliss=3.73, Synergy_Loewe=2.69, Synergy_HSA=4.72. Drug 2: C(CCl)NC(=O)N(CCCl)N=O. Cell line: UACC62.